This data is from Aqueous solubility values for 9,982 compounds from the AqSolDB database. The task is: Regression/Classification. Given a drug SMILES string, predict its absorption, distribution, metabolism, or excretion properties. Task type varies by dataset: regression for continuous measurements (e.g., permeability, clearance, half-life) or binary classification for categorical outcomes (e.g., BBB penetration, CYP inhibition). For this dataset (solubility_aqsoldb), we predict Y. (1) The drug is c1ccc(-c2ccccc2-c2ccccc2)cc1. The Y is -5.27 log mol/L. (2) The drug is NC(N)=NC(N)=Nc1ccc2ccccc2c1. The Y is -2.55 log mol/L. (3) The drug is C#CCCCCCC#C. The Y is -2.98 log mol/L.